This data is from Volume of distribution at steady state (VDss) regression data from Lombardo et al.. The task is: Regression/Classification. Given a drug SMILES string, predict its absorption, distribution, metabolism, or excretion properties. Task type varies by dataset: regression for continuous measurements (e.g., permeability, clearance, half-life) or binary classification for categorical outcomes (e.g., BBB penetration, CYP inhibition). For this dataset (vdss_lombardo), we predict log10(VDss) (log10 of volume of distribution in L/kg). (1) The molecule is CC(O)C1C(=O)N2C(C(=O)[O-])=C(SC3CC(C(=O)N4CCC(NC(=O)CNC(N)=[NH2+])C4)N(C)C3)C(C)C12. The log10(VDss) is -0.640. (2) The molecule is NC(=O)OCC1C(NC(=O)/C(=N/OCC(=O)[O-])c2csc(N)n2)C(=O)N1S(=O)(=O)[O-]. The log10(VDss) is -0.740. (3) The compound is CCC[NH+](CCc1cccs1)C1CCc2c(O)cccc2C1. The log10(VDss) is 0.760. (4) The drug is NCC1OC(OC2C(N)CC(N)C(OC3OC(CO)C(O)C([NH3+])C3O)C2O)C([NH3+])CC1O. The log10(VDss) is -0.640. (5) The drug is CN(C)c1cc(NC(=O)C[NH2+]C(C)(C)C)c(O)c2c1CC1CC3C([NH+](C)C)C([O-])=C(C(N)=O)C(=O)C3(O)C(O)=C1C2=O. The log10(VDss) is 1.08. (6) The molecule is Cc1ccc(C(=O)Nc2ccc(S(=O)(=O)[O-])c3cc(S(=O)(=O)[O-])cc(S(=O)(=O)[O-])c23)cc1NC(=O)c1cccc(NC(=O)Nc2cccc(C(=O)Nc3cc(C(=O)Nc4ccc(S(=O)(=O)[O-])c5cc(S(=O)(=O)[O-])cc(S(=O)(=O)[O-])c45)ccc3C)c2)c1. The log10(VDss) is -0.270. (7) The molecule is CN(C)CCCNC(=O)/C(=C/CCCCC(=O)NO)COc1cccc2ccccc12. The log10(VDss) is -0.350. (8) The drug is CCOC(=O)c1cncn1C(C)c1ccccc1. The log10(VDss) is 0.430. (9) The molecule is CN1C(=O)CN=C(c2ccccc2F)c2cc([N+](=O)[O-])ccc21. The log10(VDss) is 0.280.